Task: Regression/Classification. Given a drug SMILES string, predict its toxicity properties. Task type varies by dataset: regression for continuous values (e.g., LD50, hERG inhibition percentage) or binary classification for toxic/non-toxic outcomes (e.g., AMES mutagenicity, cardiotoxicity, hepatotoxicity). Dataset: herg_karim.. Dataset: hERG potassium channel inhibition data for cardiac toxicity prediction from Karim et al. The drug is C/C=C/c1cc(C(F)(F)F)cc(COCC2(c3ccc(F)cc3)CCN(C)CC2)n1. The result is 0 (non-blocker).